This data is from Catalyst prediction with 721,799 reactions and 888 catalyst types from USPTO. The task is: Predict which catalyst facilitates the given reaction. (1) Reactant: Cl.Cl.[Cl:3][C:4]1[CH:5]=[C:6](/[CH:16]=[CH:17]/[C:18]([O:20][CH2:21][CH3:22])=[O:19])[CH:7]=[N:8][C:9]=1[NH:10][C@@H:11]1[CH2:15][CH2:14][NH:13][CH2:12]1.C([O-])([O-])=O.[K+].[K+]. Product: [Cl:3][C:4]1[CH:5]=[C:6](/[CH:16]=[CH:17]/[C:18]([O:20][CH2:21][CH3:22])=[O:19])[CH:7]=[N:8][C:9]=1[NH:10][C@@H:11]1[CH2:15][CH2:14][NH:13][CH2:12]1. The catalyst class is: 6. (2) Reactant: [NH2:1][C:2]1[C:6]2([CH2:11][CH2:10][N:9]([CH2:12][C:13]3[CH:18]=[CH:17][CH:16]=[CH:15][CH:14]=3)[CH:8]([CH3:19])[CH2:7]2)[N:5]([C:20]2[CH:25]=[C:24]([F:26])[CH:23]=[CH:22][C:21]=2[C:27]2[CH:32]=[CH:31][C:30]([S:33]([CH3:36])(=[O:35])=[O:34])=[CH:29][CH:28]=2)[C:4](=[O:37])[N:3]=1.[CH3:38][O:39][CH:40]([O:43][CH3:44])[CH2:41]N. Product: [CH2:12]([N:9]1[CH2:10][CH2:11][C:6]2([N:5]([C:20]3[CH:25]=[C:24]([F:26])[CH:23]=[CH:22][C:21]=3[C:27]3[CH:28]=[CH:29][C:30]([S:33]([CH3:36])(=[O:35])=[O:34])=[CH:31][CH:32]=3)[C:4](=[O:37])[N:3]=[C:2]2[NH:1][CH2:41][CH:40]([O:43][CH3:44])[O:39][CH3:38])[CH2:7][CH:8]1[CH3:19])[C:13]1[CH:18]=[CH:17][CH:16]=[CH:15][CH:14]=1. The catalyst class is: 25. (3) Reactant: [CH:1]([O:4][C:5]1([C:8]2[CH:13]=[CH:12][C:11]([C:14]#[C:15][C:16]3[CH:26]=[CH:25][C:19]([C:20]([O:22]CC)=[O:21])=[CH:18][CH:17]=3)=[CH:10][C:9]=2[CH2:27][CH3:28])[CH2:7][CH2:6]1)([CH3:3])[CH3:2].[OH-].[Na+].O.CC#N. Product: [CH:1]([O:4][C:5]1([C:8]2[CH:13]=[CH:12][C:11]([C:14]#[C:15][C:16]3[CH:17]=[CH:18][C:19]([C:20]([OH:22])=[O:21])=[CH:25][CH:26]=3)=[CH:10][C:9]=2[CH2:27][CH3:28])[CH2:6][CH2:7]1)([CH3:3])[CH3:2]. The catalyst class is: 199. (4) Reactant: [NH2:1][C:2]1[C:18]([F:19])=[CH:17][C:16]([Cl:20])=[CH:15][C:3]=1[C:4]([OH:14])([C:9]#[C:10][CH:11]1[CH2:13][CH2:12]1)[C:5]([F:8])([F:7])[F:6].C(N(CC)CC)C.[C:28](Cl)(Cl)=[O:29]. Product: [Cl:20][C:16]1[CH:17]=[C:18]([F:19])[C:2]2[NH:1][C:28](=[O:29])[O:14][C:4]([C:9]#[C:10][CH:11]3[CH2:13][CH2:12]3)([C:5]([F:6])([F:7])[F:8])[C:3]=2[CH:15]=1. The catalyst class is: 11. (5) Reactant: [Ca].[CH3:2][O:3][C:4]1[CH:5]=[C:6]([C@H:10]([NH:12][C@H:13]2[CH2:17][CH2:16][N:15]([C:18]3[CH:23]=[CH:22][CH:21]=[CH:20][C:19]=3[C:24]([F:27])([F:26])[F:25])[CH2:14]2)[CH3:11])[CH:7]=[CH:8][CH:9]=1.[ClH:28].O1CCOCC1. Product: [ClH:28].[ClH:28].[CH3:2][O:3][C:4]1[CH:5]=[C:6]([C@H:10]([NH:12][C@H:13]2[CH2:17][CH2:16][N:15]([C:18]3[CH:23]=[CH:22][CH:21]=[CH:20][C:19]=3[C:24]([F:26])([F:27])[F:25])[CH2:14]2)[CH3:11])[CH:7]=[CH:8][CH:9]=1. The catalyst class is: 22. (6) Reactant: [NH2:1][CH:2]([CH2:24][C:25]1[CH:26]=[N:27][CH:28]=[CH:29][CH:30]=1)[C:3]([N:5]1[CH2:10][CH2:9][N:8]([CH:11]([C:18]2[CH:23]=[CH:22][CH:21]=[CH:20][CH:19]=2)[C:12]2[CH:17]=[CH:16][CH:15]=[CH:14][CH:13]=2)[CH2:7][CH2:6]1)=[O:4].C([N:33]([CH2:36][CH3:37])[CH2:34][CH3:35])C.N1C2C=C[CH:44]=[C:43]([C:48](O)=[O:49])[C:42]=2[CH:41]=[CH:40]C=1.Cl.CN(C)CCCN=C=NCC. Product: [CH:11]([N:8]1[CH2:9][CH2:10][N:5]([C:3](=[O:4])[CH:2]([NH:1][C:48]([C:43]2[CH:42]=[C:41]3[C:34](=[CH:35][CH:44]=2)[N:33]=[CH:36][CH:37]=[CH:40]3)=[O:49])[CH2:24][C:25]2[CH:26]=[N:27][CH:28]=[CH:29][CH:30]=2)[CH2:6][CH2:7]1)([C:18]1[CH:19]=[CH:20][CH:21]=[CH:22][CH:23]=1)[C:12]1[CH:17]=[CH:16][CH:15]=[CH:14][CH:13]=1. The catalyst class is: 2. (7) Product: [C:8]([OH:10])(=[O:9])[CH2:7][CH2:6][CH2:5][CH2:4][C:1]([OH:3])=[O:2]. Reactant: [C:1]([C:4]#[C:5][C:6]#[C:7][C:8]([OH:10])=[O:9])([OH:3])=[O:2].P([O-])([O-])([O-])=O.[H][H]. The catalyst class is: 553. (8) Reactant: [CH3:1][N:2]1[C:10]2[C:5](=[C:6]([CH3:11])[CH:7]=[CH:8][CH:9]=2)[C:4]([CH2:12][N:13]2[C:17]3[CH:18]=[CH:19][CH:20]=[CH:21][C:16]=3[N:15]([C@@H:22]([CH2:27][CH2:28][CH3:29])[CH2:23][C:24]([OH:26])=O)[C:14]2=[O:30])=[CH:3]1.C1N=CN(C(N2C=NC=C2)=O)C=1.[C:43]1([S:49]([NH2:52])(=[O:51])=[O:50])[CH:48]=[CH:47][CH:46]=[CH:45][CH:44]=1.C1CCN2C(=NCCC2)CC1.Cl. Product: [CH3:1][N:2]1[C:10]2[C:5](=[C:6]([CH3:11])[CH:7]=[CH:8][CH:9]=2)[C:4]([CH2:12][N:13]2[C:17]3[CH:18]=[CH:19][CH:20]=[CH:21][C:16]=3[N:15]([C@@H:22]([CH2:27][CH2:28][CH3:29])[CH2:23][C:24]([NH:52][S:49]([C:43]3[CH:48]=[CH:47][CH:46]=[CH:45][CH:44]=3)(=[O:51])=[O:50])=[O:26])[C:14]2=[O:30])=[CH:3]1. The catalyst class is: 90. (9) Reactant: [N+:1]([C:4]1[CH:9]=[CH:8][C:7]([N:10]2[CH2:15][CH2:14][O:13][CH2:12][C:11]2=[O:16])=[CH:6][CH:5]=1)([O-])=O. Product: [NH2:1][C:4]1[CH:5]=[CH:6][C:7]([N:10]2[CH2:15][CH2:14][O:13][CH2:12][C:11]2=[O:16])=[CH:8][CH:9]=1. The catalyst class is: 336. (10) Reactant: [C:1]([O:7][CH2:8][N:9]1[C:13]2[N:14]=[CH:15][N:16]=[C:17]([C:18]3[CH:19]=[N:20][N:21]([CH:23]([CH:27]4[CH2:31][CH2:30][CH2:29][CH2:28]4)[CH2:24][C:25]#[N:26])[CH:22]=3)[C:12]=2[CH:11]=[CH:10]1)(=[O:6])[C:2]([CH3:5])([CH3:4])[CH3:3].C[Si](CCOCCl)(C)C.ClC1C2C=CNC=2N=CN=1. Product: [C:1]([O:7][CH2:8][N:9]1[C:13]2[N:14]=[CH:15][N:16]=[C:17]([C:18]3[CH:19]=[N:20][N:21]([C@@H:23]([CH:27]4[CH2:31][CH2:30][CH2:29][CH2:28]4)[CH2:24][C:25]#[N:26])[CH:22]=3)[C:12]=2[CH:11]=[CH:10]1)(=[O:6])[C:2]([CH3:4])([CH3:5])[CH3:3].[C:1]([O:7][CH2:8][N:9]1[C:13]2[N:14]=[CH:15][N:16]=[C:17]([C:18]3[CH:19]=[N:20][N:21]([C@H:23]([CH:27]4[CH2:31][CH2:30][CH2:29][CH2:28]4)[CH2:24][C:25]#[N:26])[CH:22]=3)[C:12]=2[CH:11]=[CH:10]1)(=[O:6])[C:2]([CH3:4])([CH3:5])[CH3:3]. The catalyst class is: 8.